Task: Binary Classification. Given a T-cell receptor sequence (or CDR3 region) and an epitope sequence, predict whether binding occurs between them.. Dataset: TCR-epitope binding with 47,182 pairs between 192 epitopes and 23,139 TCRs (1) The epitope is QARQMVQAMRTIGTHP. The TCR CDR3 sequence is CASSRNWVDTEAFF. Result: 0 (the TCR does not bind to the epitope). (2) The epitope is VLWAHGFEL. The TCR CDR3 sequence is CASSGGWGGGNEQYF. Result: 1 (the TCR binds to the epitope). (3) The epitope is NLVPMVATV. The TCR CDR3 sequence is CASSGQIDNEQFF. Result: 0 (the TCR does not bind to the epitope). (4) The epitope is SEVGPEHSLAEY. The TCR CDR3 sequence is CASSFSLAGGSRFNEQFF. Result: 1 (the TCR binds to the epitope). (5) The epitope is CINGVCWTV. The TCR CDR3 sequence is CASSEYPGPGANVLTF. Result: 0 (the TCR does not bind to the epitope). (6) The epitope is VLWAHGFEL. The TCR CDR3 sequence is CASSFGSYEQYF. Result: 1 (the TCR binds to the epitope). (7) The epitope is YLDAYNMMI. The TCR CDR3 sequence is CASSEEDRVGNQPQHF. Result: 0 (the TCR does not bind to the epitope).